Dataset: Full USPTO retrosynthesis dataset with 1.9M reactions from patents (1976-2016). Task: Predict the reactants needed to synthesize the given product. (1) Given the product [CH3:1][Si:2]([CH3:4])([CH3:3])[C:5]1[C:6]([NH:18][C:16]#[CH:17])=[N:12][CH:11]=[C:10]([Si:2]([CH3:4])([CH3:3])[CH3:1])[N:9]=1, predict the reactants needed to synthesize it. The reactants are: [CH3:1][Si:2]([C:5]#[CH:6])([CH3:4])[CH3:3].NC1C(Br)=[N:12][CH:11]=[C:10](Br)[N:9]=1.[CH2:16]([N:18](CC)CC)[CH3:17]. (2) Given the product [CH:4]1([CH2:5][O:8][C:9](=[O:25])[CH:10]([C:15]2[CH:20]=[CH:19][C:18]([N+:21]([O-:23])=[O:22])=[C:17]([O:31][CH2:30][CH:27]3[CH2:29][CH2:28]3)[CH:16]=2)[CH2:11][CH:12]([CH3:13])[CH3:14])[CH2:2][CH2:3]1, predict the reactants needed to synthesize it. The reactants are: [Li][CH2:2][CH2:3][CH2:4][CH3:5].C([O:8][C:9](=[O:25])[CH:10]([C:15]1[CH:20]=[CH:19][C:18]([N+:21]([O-:23])=[O:22])=[C:17](F)[CH:16]=1)[CH2:11][CH:12]([CH3:14])[CH3:13])C.O.[CH:27]1([CH2:30][OH:31])[CH2:29][CH2:28]1. (3) Given the product [CH:9]1([S:8][C:4]2[CH:5]=[CH:6][CH:7]=[C:2]([I:19])[CH:3]=2)[CH2:13][CH2:12][CH2:11][CH2:10]1, predict the reactants needed to synthesize it. The reactants are: Br[C:2]1[CH:7]=[CH:6][CH:5]=[C:4]([S:8][CH:9]2[CH2:13][CH2:12][CH2:11][CH2:10]2)[CH:3]=1.C([Li])CCC.[I:19]I.O. (4) Given the product [CH3:22][O:23][N:24]=[CH:12][CH2:11][CH2:10][C:3]1[C:4]([Cl:9])=[CH:5][C:6]([Cl:8])=[CH:7][C:2]=1[Cl:1], predict the reactants needed to synthesize it. The reactants are: [Cl:1][C:2]1[CH:7]=[C:6]([Cl:8])[CH:5]=[C:4]([Cl:9])[C:3]=1[CH2:10][CH2:11][CH:12]=O.C(N(CC)CC)C.Cl.[CH3:22][O:23][NH2:24]. (5) Given the product [F:1][C:12]1([F:2])[CH2:17][CH2:16][CH:15]([C:18]([O:20][CH2:21][CH3:22])=[O:19])[CH2:14][CH2:13]1, predict the reactants needed to synthesize it. The reactants are: [FH:1].[FH:2].F.C(N(CC)CC)C.O=[C:12]1[CH2:17][CH2:16][CH:15]([C:18]([O:20][CH2:21][CH3:22])=[O:19])[CH2:14][CH2:13]1.C([O-])(O)=O.[Na+]. (6) The reactants are: [H-].[Al+3].[Li+].[H-].[H-].[H-].C[O:8][C:9]([C:11]1[CH:20]=[C:19]([O:21][CH2:22][C:23]2[CH:28]=[CH:27][CH:26]=[CH:25][CH:24]=2)[C:18]2[C:13](=[CH:14][CH:15]=[C:16]([F:29])[CH:17]=2)[CH:12]=1)=O.Cl. Given the product [CH2:22]([O:21][C:19]1[C:18]2[C:13](=[CH:14][CH:15]=[C:16]([F:29])[CH:17]=2)[CH:12]=[C:11]([CH2:9][OH:8])[CH:20]=1)[C:23]1[CH:24]=[CH:25][CH:26]=[CH:27][CH:28]=1, predict the reactants needed to synthesize it. (7) The reactants are: [CH2:1]([O:4][NH:5][C@H:6]1[CH2:11][NH:10][C@H:9]([C:12]([NH2:14])=[O:13])[C:8]([CH3:15])=[C:7]1[CH3:16])[CH:2]=[CH2:3].[CH2:17]([O:20]N1C(=O)N2C[C@H]1C(C)=C[C@H]2CO[Si](C(C)(C)C)(C)C)C=C. Given the product [CH2:1]([O:4][N:5]1[C:17](=[O:20])[N:10]2[CH2:11][C@H:6]1[C:7]([CH3:16])=[C:8]([CH3:15])[C@H:9]2[C:12]([NH2:14])=[O:13])[CH:2]=[CH2:3], predict the reactants needed to synthesize it.